Task: Predict the reactants needed to synthesize the given product.. Dataset: Full USPTO retrosynthesis dataset with 1.9M reactions from patents (1976-2016) (1) Given the product [CH:18]([C:17]1[CH:16]=[C:15]([CH2:14][CH2:13][CH2:12][N:3]2[C:2](=[O:1])[C:10]3[C:5](=[CH:6][CH:7]=[CH:8][CH:9]=3)[C:4]2=[O:11])[CH:22]=[CH:21][CH:20]=1)=[CH:4][CH2:5][CH2:6][CH3:7], predict the reactants needed to synthesize it. The reactants are: [O:1]=[C:2]1[C:10]2[C:5](=[CH:6][CH:7]=[CH:8][CH:9]=2)[C:4](=[O:11])[N:3]1[CH2:12][CH2:13][CH2:14][C:15]1[CH:16]=[C:17]([CH:20]=[CH:21][CH:22]=1)[CH:18]=O. (2) Given the product [ClH:12].[Cl:12][C:11]1[CH:7]=[C:3]([C:4]([NH2:6])=[O:5])[C:1](=[NH:2])[N:26]([CH:23]2[C:24]3[C:20](=[CH:19][CH:18]=[C:17]([F:16])[CH:25]=3)[CH2:21][CH2:22]2)[CH:10]=1, predict the reactants needed to synthesize it. The reactants are: [C:1]([CH:3]([CH:7]1[C:11]([Cl:12])=[C:10](Cl)C(=O)O1)[C:4]([NH2:6])=[O:5])#[N:2].Cl.[F:16][C:17]1[CH:25]=[C:24]2[C:20]([CH2:21][CH2:22][CH:23]2[NH2:26])=[CH:19][CH:18]=1. (3) Given the product [CH3:20][C:18]1[NH:17][N:16]=[C:15]([NH:14][C:4]2[N:3]=[C:2]([C:23]3[C:22]([CH3:21])=[CH:26][S:25][CH:24]=3)[C:11]3[C:6]([CH:5]=2)=[CH:7][C:8]([O:12][CH3:13])=[CH:9][CH:10]=3)[CH:19]=1, predict the reactants needed to synthesize it. The reactants are: Cl[C:2]1[C:11]2[C:6](=[CH:7][C:8]([O:12][CH3:13])=[CH:9][CH:10]=2)[CH:5]=[C:4]([NH:14][C:15]2[CH:19]=[C:18]([CH3:20])[NH:17][N:16]=2)[N:3]=1.[CH3:21][C:22]1[C:23](B(O)O)=[CH:24][S:25][CH:26]=1. (4) The reactants are: CN(C)CCCN=C=NCC.[O:12]([CH2:19][CH2:20][NH:21][C:22]1[N:23]=[CH:24][C:25](/[CH:28]=[CH:29]/[C:30]([OH:32])=O)=[N:26][CH:27]=1)[C:13]1[CH:18]=[CH:17][CH:16]=[CH:15][CH:14]=1.[O:33]1[CH2:38][CH2:37][CH2:36][CH2:35][CH:34]1[O:39][NH2:40].C1C=CC2N(O)N=NC=2C=1. Given the product [O:12]([CH2:19][CH2:20][NH:21][C:22]1[N:23]=[CH:24][C:25](/[CH:28]=[CH:29]/[C:30]([NH:40][O:39][CH:34]2[CH2:35][CH2:36][CH2:37][CH2:38][O:33]2)=[O:32])=[N:26][CH:27]=1)[C:13]1[CH:14]=[CH:15][CH:16]=[CH:17][CH:18]=1, predict the reactants needed to synthesize it. (5) The reactants are: C[Mg+].[Br-].CCOCC.[CH:9]([NH:12][CH:13]([CH3:15])[CH3:14])([CH3:11])[CH3:10].[C:16](#[N:23])[C:17]1[CH:22]=[CH:21][CH:20]=[CH:19][CH:18]=1. Given the product [CH:9]([N:12]([CH:13]([CH3:15])[CH3:14])[C:16](=[NH:23])[C:17]1[CH:22]=[CH:21][CH:20]=[CH:19][CH:18]=1)([CH3:11])[CH3:10], predict the reactants needed to synthesize it. (6) Given the product [N:30]1([CH2:24][CH2:23][C@H:20]2[CH2:21][CH2:22][C@H:17]([CH2:16][N:2]([CH3:1])[S:3]([C:6]3[CH:11]=[CH:10][C:9]([C:12]([F:15])([F:14])[F:13])=[CH:8][CH:7]=3)(=[O:5])=[O:4])[CH2:18][CH2:19]2)[CH:34]=[CH:33][N:32]=[CH:31]1, predict the reactants needed to synthesize it. The reactants are: [CH3:1][N:2]([CH2:16][C@H:17]1[CH2:22][CH2:21][C@H:20]([CH2:23][CH2:24]OS(C)(=O)=O)[CH2:19][CH2:18]1)[S:3]([C:6]1[CH:11]=[CH:10][C:9]([C:12]([F:15])([F:14])[F:13])=[CH:8][CH:7]=1)(=[O:5])=[O:4].[NH:30]1[CH:34]=[CH:33][N:32]=[CH:31]1.[H-].[Na+]. (7) Given the product [ClH:1].[OH:25][C:21]1[CH:20]=[C:19]([CH:24]=[CH:23][CH:22]=1)[NH:18][C:2]1[CH:7]=[C:6]([C:8]([F:11])([F:10])[F:9])[N:5]=[C:4]([C:12]2[CH:17]=[CH:16][N:15]=[CH:14][CH:13]=2)[N:3]=1, predict the reactants needed to synthesize it. The reactants are: [Cl:1][C:2]1[CH:7]=[C:6]([C:8]([F:11])([F:10])[F:9])[N:5]=[C:4]([C:12]2[CH:17]=[CH:16][N:15]=[CH:14][CH:13]=2)[N:3]=1.[NH2:18][C:19]1[CH:20]=[C:21]([OH:25])[CH:22]=[CH:23][CH:24]=1. (8) Given the product [C:16]([O:15][C:13]([NH:1][C@@H:2]1[CH2:7][CH2:6][C@H:5]([C:8]([OH:10])=[O:9])[CH2:4][CH2:3]1)=[O:14])([CH3:19])([CH3:18])[CH3:17], predict the reactants needed to synthesize it. The reactants are: [NH2:1][C@@H:2]1[CH2:7][CH2:6][C@H:5]([C:8]([OH:10])=[O:9])[CH2:4][CH2:3]1.[OH-].[Na+].[C:13](O[C:13]([O:15][C:16]([CH3:19])([CH3:18])[CH3:17])=[O:14])([O:15][C:16]([CH3:19])([CH3:18])[CH3:17])=[O:14].